From a dataset of Reaction yield outcomes from USPTO patents with 853,638 reactions. Predict the reaction yield, written as a fraction of the theoretical maximum amount of product (1.0 means a 100% yield; for example, 0.34 means a 34% yield). (1) The reactants are [NH2:1][CH2:2][CH2:3][C:4]1[C:5]([NH:11][C@@H:12]2[C:20]3[C:15](=[CH:16][CH:17]=[CH:18][CH:19]=3)[CH2:14][CH2:13]2)=[N:6][CH:7]=[N:8][C:9]=1Cl.C(N(CC)C(C)C)(C)C. The catalyst is O1CCOCC1. The product is [C@@H:12]1([NH:11][C:5]2[C:4]3[CH2:3][CH2:2][NH:1][C:9]=3[N:8]=[CH:7][N:6]=2)[C:20]2[C:15](=[CH:16][CH:17]=[CH:18][CH:19]=2)[CH2:14][CH2:13]1. The yield is 0.930. (2) The reactants are COC1C=CC(C[N:8]([C:32]2[S:33][CH:34]=[CH:35][N:36]=2)[S:9]([C:12]2[CH:13]=[CH:14][C:15]3[N:20]([C:21]4[CH:30]=[CH:29][CH:28]=[CH:27][C:22]=4[C:23]([O:25][CH3:26])=[O:24])[CH2:19][CH2:18][O:17][C:16]=3[CH:31]=2)(=[O:11])=[O:10])=CC=1.C(O)(C(F)(F)F)=O. The catalyst is C(Cl)Cl. The product is [S:33]1[CH:34]=[CH:35][N:36]=[C:32]1[NH:8][S:9]([C:12]1[CH:13]=[CH:14][C:15]2[N:20]([C:21]3[CH:30]=[CH:29][CH:28]=[CH:27][C:22]=3[C:23]([O:25][CH3:26])=[O:24])[CH2:19][CH2:18][O:17][C:16]=2[CH:31]=1)(=[O:10])=[O:11]. The yield is 0.427. (3) The reactants are N(C(N1CCCCC1)=O)=NC(N1CCCCC1)=O.[Cl:19][C:20]1[CH:39]=[CH:38][C:23]([NH:24][C:25]2[C:34]3[C:29](=[CH:30][C:31]([OH:37])=[C:32]([O:35][CH3:36])[CH:33]=3)[N:28]=[CH:27][N:26]=2)=[C:22]([F:40])[CH:21]=1.C(P(CCCC)CCCC)CCC.O[CH2:55][CH2:56][N:57]1[CH2:62][CH2:61][S:60](=[O:64])(=[O:63])[CH2:59][CH2:58]1. The catalyst is C(Cl)Cl.CCOCC. The product is [Cl:19][C:20]1[CH:39]=[CH:38][C:23]([NH:24][C:25]2[C:34]3[C:29](=[CH:30][C:31]([O:37][CH2:55][CH2:56][N:57]4[CH2:62][CH2:61][S:60](=[O:64])(=[O:63])[CH2:59][CH2:58]4)=[C:32]([O:35][CH3:36])[CH:33]=3)[N:28]=[CH:27][N:26]=2)=[C:22]([F:40])[CH:21]=1. The yield is 0.360. (4) The reactants are Br[C:2]1[CH:3]=[C:4]([CH2:7][N:8]2[CH2:13][CH2:12][N:11]([CH3:14])[CH2:10][CH2:9]2)[O:5][CH:6]=1.B(OC(C)C)(OC(C)C)OC(C)C.C([Li])CCC.CCCCCC.I[C:40]1[CH:45]=[C:44]([N+:46]([O-])=O)[CH:43]=[CH:42][C:41]=1[O:49][CH3:50].ClCCl.C(=O)([O-])[O-].[Na+].[Na+]. The catalyst is O1CCCC1.O.C1C=CC(P(C2C=CC=CC=2)[C-]2C=CC=C2)=CC=1.C1C=CC(P(C2C=CC=CC=2)[C-]2C=CC=C2)=CC=1.Cl[Pd]Cl.[Fe+2]. The product is [CH3:50][O:49][C:41]1[CH:42]=[CH:43][C:44]([NH2:46])=[CH:45][C:40]=1[C:2]1[CH:3]=[C:4]([CH2:7][N:8]2[CH2:13][CH2:12][N:11]([CH3:14])[CH2:10][CH2:9]2)[O:5][CH:6]=1. The yield is 0.700.